Dataset: Full USPTO retrosynthesis dataset with 1.9M reactions from patents (1976-2016). Task: Predict the reactants needed to synthesize the given product. (1) Given the product [C:1]([N:4]1[CH2:9][CH2:8][N:7]([CH2:11][C:12]2[N:16]([CH2:17][CH2:18][NH:19][C:20](=[O:26])[O:21][C:22]([CH3:23])([CH3:24])[CH3:25])[N:15]=[C:14]([CH2:27][CH3:28])[C:13]=2[O:29][C:30]2[CH:31]=[C:32]([Cl:37])[CH:33]=[C:34]([Cl:36])[CH:35]=2)[CH2:6][CH2:5]1)(=[O:3])[CH3:2], predict the reactants needed to synthesize it. The reactants are: [C:1]([N:4]1[CH2:9][CH2:8][NH:7][CH2:6][CH2:5]1)(=[O:3])[CH3:2].Br[CH2:11][C:12]1[N:16]([CH2:17][CH2:18][NH:19][C:20](=[O:26])[O:21][C:22]([CH3:25])([CH3:24])[CH3:23])[N:15]=[C:14]([CH2:27][CH3:28])[C:13]=1[O:29][C:30]1[CH:35]=[C:34]([Cl:36])[CH:33]=[C:32]([Cl:37])[CH:31]=1.C(N(C(C)C)CC)(C)C. (2) Given the product [CH3:15][N:14]([CH3:16])[C:12]1[C:11]([C:17]([F:18])([F:19])[F:20])=[CH:10][C:9]2[NH:21][C:22](=[O:38])[CH2:23][C:24]([C:26]3[CH:31]=[CH:30][CH:29]=[C:28]([C:32]4[N:33]([CH3:37])[N:34]=[CH:35][CH:36]=4)[CH:27]=3)=[N:7][C:8]=2[CH:13]=1, predict the reactants needed to synthesize it. The reactants are: C(OC(=O)[NH:7][C:8]1[CH:13]=[C:12]([N:14]([CH3:16])[CH3:15])[C:11]([C:17]([F:20])([F:19])[F:18])=[CH:10][C:9]=1[NH:21][C:22](=[O:38])[CH2:23][C:24]([C:26]1[CH:31]=[CH:30][CH:29]=[C:28]([C:32]2[N:33]([CH3:37])[N:34]=[CH:35][CH:36]=2)[CH:27]=1)=O)(C)(C)C.C(O)(C(F)(F)F)=O. (3) Given the product [Cl:1][C:2]1[N:3]=[C:4]([NH:22][C:23]2[CH:31]=[CH:30][CH:29]=[C:28]([CH3:32])[C:24]=2[C:25]([NH2:27])=[O:26])[C:5]2[CH:10]=[CH:9][N:8]([S:11]([C:14]3[CH:19]=[CH:18][C:17]([CH3:20])=[CH:16][CH:15]=3)(=[O:13])=[O:12])[C:6]=2[N:7]=1, predict the reactants needed to synthesize it. The reactants are: [Cl:1][C:2]1[N:3]=[C:4](Cl)[C:5]2[CH:10]=[CH:9][N:8]([S:11]([C:14]3[CH:19]=[CH:18][C:17]([CH3:20])=[CH:16][CH:15]=3)(=[O:13])=[O:12])[C:6]=2[N:7]=1.[NH2:22][C:23]1[CH:31]=[CH:30][CH:29]=[C:28]([CH3:32])[C:24]=1[C:25]([NH2:27])=[O:26]. (4) Given the product [Br:1][C:2]1[CH:15]=[C:6]([NH:7][CH2:8][CH:9]2[CH2:10][CH2:11][O:12][CH2:13][CH2:14]2)[C:5]([NH2:16])=[CH:4][CH:3]=1, predict the reactants needed to synthesize it. The reactants are: [Br:1][C:2]1[CH:3]=[CH:4][C:5]([N+:16]([O-])=O)=[C:6]([CH:15]=1)[NH:7][CH2:8][CH:9]1[CH2:14][CH2:13][O:12][CH2:11][CH2:10]1.O.NN.